Dataset: Forward reaction prediction with 1.9M reactions from USPTO patents (1976-2016). Task: Predict the product of the given reaction. (1) Given the reactants Cl.[NH2:2][OH:3].CC(O)=O.[Cl:8][C:9]1[C:14]([CH:15]=O)=[C:13]([Cl:17])[N:12]=[C:11]([S:18][CH3:19])[N:10]=1, predict the reaction product. The product is: [Cl:8][C:9]1[C:14]([CH:15]=[N:2][OH:3])=[C:13]([Cl:17])[N:12]=[C:11]([S:18][CH3:19])[N:10]=1. (2) The product is: [F:1][C:2]1[CH:8]=[C:7]([CH3:9])[CH:6]=[CH:5][C:3]=1[NH:4][C:10](=[O:12])[CH3:11]. Given the reactants [F:1][C:2]1[CH:8]=[C:7]([CH3:9])[CH:6]=[CH:5][C:3]=1[NH2:4].[C:10](OC(=O)C)(=[O:12])[CH3:11].C(=O)(O)[O-].[Na+], predict the reaction product. (3) Given the reactants [F:1][C:2]([F:7])([F:6])[C:3]([OH:5])=[O:4].[Cl:8][C:9]1[C:10]([O:32][C:33]2[CH:38]=[C:37]([C:39]([F:42])([F:41])[F:40])[C:36]([F:43])=[CH:35][C:34]=2[C:44]2[CH:49]=[CH:48][N:47]=[N:46][CH:45]=2)=[CH:11][C:12]([F:31])=[C:13]([S:15]([N:18]([C:26]2[N:27]=[CH:28][S:29][CH:30]=2)C(=O)OC(C)(C)C)(=[O:17])=[O:16])[CH:14]=1, predict the reaction product. The product is: [F:1][C:2]([F:7])([F:6])[C:3]([OH:5])=[O:4].[F:1][C:2]([F:7])([F:6])[C:3]([OH:5])=[O:4].[Cl:8][C:9]1[C:10]([O:32][C:33]2[CH:38]=[C:37]([C:39]([F:40])([F:42])[F:41])[C:36]([F:43])=[CH:35][C:34]=2[C:44]2[CH:49]=[CH:48][N:47]=[N:46][CH:45]=2)=[CH:11][C:12]([F:31])=[C:13]([S:15]([NH:18][C:26]2[N:27]=[CH:28][S:29][CH:30]=2)(=[O:17])=[O:16])[CH:14]=1. (4) Given the reactants [Cl:1][C:2]1[CH:7]=[CH:6][N:5]=[CH:4][C:3]=1[N+:8]([O-:10])=[O:9].[NH4+:11].[Mn]([O-])(=O)(=O)=O.[K+], predict the reaction product. The product is: [Cl:1][C:2]1[C:3]([N+:8]([O-:10])=[O:9])=[CH:4][N:5]=[C:6]([NH2:11])[CH:7]=1. (5) The product is: [CH2:1]([O:3][C:4]1[CH:9]=[C:8]([O:10][CH2:11][CH2:12][CH2:13][C:14]2[C:15]([OH:29])=[N:16][N:17]([C:19]3[CH:24]=[CH:23][C:22]([C:25]([F:28])([F:26])[F:27])=[CH:21][N:20]=3)[CH:18]=2)[CH:7]=[CH:6][C:5]=1[CH2:30][CH2:31][C:32]([OH:34])=[O:33])[CH3:2]. Given the reactants [CH2:1]([O:3][C:4]1[CH:9]=[C:8]([O:10][CH2:11][CH2:12][CH2:13][C:14]2[C:15]([OH:29])=[N:16][N:17]([C:19]3[CH:24]=[CH:23][C:22]([C:25]([F:28])([F:27])[F:26])=[CH:21][N:20]=3)[CH:18]=2)[CH:7]=[CH:6][C:5]=1[CH2:30][CH2:31][C:32]([O:34]C)=[O:33])[CH3:2].[OH-].[Na+].O1CCCC1, predict the reaction product.